From a dataset of Catalyst prediction with 721,799 reactions and 888 catalyst types from USPTO. Predict which catalyst facilitates the given reaction. Reactant: [F:1][C:2]1[CH:3]=[C:4]2[C:8](=[CH:9][CH:10]=1)[N:7]([C:11]([O:13][C:14]([CH3:17])([CH3:16])[CH3:15])=[O:12])[CH:6]=[CH:5]2.[Br:18]NC(=O)CCC(N)=O. Product: [Br:18][C:5]1[C:4]2[C:8](=[CH:9][CH:10]=[C:2]([F:1])[CH:3]=2)[N:7]([C:11]([O:13][C:14]([CH3:17])([CH3:16])[CH3:15])=[O:12])[CH:6]=1. The catalyst class is: 2.